Task: Binary Classification. Given a miRNA mature sequence and a target amino acid sequence, predict their likelihood of interaction.. Dataset: Experimentally validated miRNA-target interactions with 360,000+ pairs, plus equal number of negative samples The miRNA is hsa-miR-6810-5p with sequence AUGGGGACAGGGAUCAGCAUGGC. The protein sequence of the target gene is MKAAEIKRDLTNIQKSMSEINDLAKERITGGPGSISTTSASAITAPSTMSQTTTSRLAPKLTSAHPSIDDLRGLSRQDKITQLQKKIRASFENLVDHDDSNVIVTLPDDDDCPHNHFGSGLNLTHPTAAQLSASGLSGSSKTIDTIKFQEKSMKTESKTKVVTDGFSSEQATSNSAEMKRLQAGDIDYQESKGASAMRNRLEVDGVKTEENAAVIKEALSLRTGDITQQASNNVAASSITVQSENFSADKKAISQSQQSQTMTSNGIISQEKHVSSASQANYSMSHKGVSSTGSSMITSS.... Result: 0 (no interaction).